From a dataset of Forward reaction prediction with 1.9M reactions from USPTO patents (1976-2016). Predict the product of the given reaction. (1) Given the reactants Br[C:2]1[CH:9]=[CH:8][C:7]([O:10][CH3:11])=[CH:6][C:3]=1[CH:4]=[O:5].[CH3:12][C:13]1[S:14][C:15](B2OC(C)(C)C(C)(C)O2)=[C:16]([CH3:18])[N:17]=1.C([O-])([O-])=O.[K+].[K+], predict the reaction product. The product is: [CH3:12][C:13]1[S:14][C:15]([C:2]2[CH:9]=[CH:8][C:7]([O:10][CH3:11])=[CH:6][C:3]=2[CH:4]=[O:5])=[C:16]([CH3:18])[N:17]=1. (2) Given the reactants CCN=C=NCCCN(C)C.[CH2:12]([NH2:18])[C:13]1[O:17][CH:16]=[CH:15][CH:14]=1.[CH2:19]([O:21][C:22]([C:24]1[C:25]([C:46]2[CH:54]=[CH:53][C:49]([C:50](O)=[O:51])=[CH:48][CH:47]=2)=[C:26]2[C:41](=[O:42])[N:40]3[CH2:43][CH2:44][CH2:45][N:39]3[C:27]2=[N:28][C:29]=1[CH2:30][CH2:31][C:32]1[CH:37]=[CH:36][C:35]([F:38])=[CH:34][CH:33]=1)=[O:23])[CH3:20].C1C=CC2N(O)N=NC=2C=1.O, predict the reaction product. The product is: [F:38][C:35]1[CH:36]=[CH:37][C:32]([CH2:31][CH2:30][C:29]2[N:28]=[C:27]3[N:39]4[CH2:45][CH2:44][CH2:43][N:40]4[C:41](=[O:42])[C:26]3=[C:25]([C:46]3[CH:54]=[CH:53][C:49]([C:50]([NH:18][CH2:12][C:13]4[O:17][CH:16]=[CH:15][CH:14]=4)=[O:51])=[CH:48][CH:47]=3)[C:24]=2[C:22]([O:21][CH2:19][CH3:20])=[O:23])=[CH:33][CH:34]=1. (3) Given the reactants [C:1](OC(=O)C)(=[O:3])[CH3:2].[NH2:8][C:9]1[CH:14]=[CH:13][C:12]([C:15]2([C:20]3[CH:25]=[CH:24][C:23]([Cl:26])=[CH:22][CH:21]=3)[O:19][CH2:18][CH2:17][O:16]2)=[CH:11][C:10]=1[C:27]([C:29]1[CH:34]=[CH:33][CH:32]=[C:31]([CH3:35])[CH:30]=1)=[O:28], predict the reaction product. The product is: [Cl:26][C:23]1[CH:22]=[CH:21][C:20]([C:15]2([C:12]3[CH:13]=[CH:14][C:9]([NH:8][C:1](=[O:3])[CH3:2])=[C:10]([C:27](=[O:28])[C:29]4[CH:34]=[CH:33][CH:32]=[C:31]([CH3:35])[CH:30]=4)[CH:11]=3)[O:19][CH2:18][CH2:17][O:16]2)=[CH:25][CH:24]=1. (4) Given the reactants Cl[C:2]1[C:11]2[C:6](=[CH:7][C:8]([S:12]([O:15][C:16]3[C:21]([F:22])=[C:20]([F:23])[C:19]([F:24])=[C:18]([F:25])[C:17]=3[F:26])(=[O:14])=[O:13])=[CH:9][CH:10]=2)[CH:5]=[CH:4][N:3]=1.[Cl:27][C:28]1[CH:29]=[C:30](B(O)O)[C:31]([O:35][CH3:36])=[N:32][C:33]=1[Cl:34].C(=O)([O-])[O-].[K+].[K+], predict the reaction product. The product is: [Cl:27][C:28]1[CH:29]=[C:30]([C:2]2[C:11]3[C:6](=[CH:7][C:8]([S:12]([O:15][C:16]4[C:21]([F:22])=[C:20]([F:23])[C:19]([F:24])=[C:18]([F:25])[C:17]=4[F:26])(=[O:14])=[O:13])=[CH:9][CH:10]=3)[CH:5]=[CH:4][N:3]=2)[C:31]([O:35][CH3:36])=[N:32][C:33]=1[Cl:34]. (5) Given the reactants C([O:5][C:6]([N:8]1[CH2:13][C@@H:12]2[CH2:14][C@H:9]1[CH2:10][NH:11]2)=O)(C)(C)C.C[Si]([N:19]=C=O)(C)C.[ClH:22], predict the reaction product. The product is: [ClH:22].[C@H:9]12[CH2:14][C@H:12]([NH:11][CH2:10]1)[CH2:13][N:8]2[C:6]([NH2:19])=[O:5]. (6) Given the reactants C(N(C(C)C)CC)(C)C.[NH2:10][C:11]1[CH:12]=[C:13]([N:25]([CH3:35])[S:26]([C:29]2[CH:34]=[CH:33][CH:32]=[CH:31][CH:30]=2)(=[O:28])=[O:27])[CH:14]=[CH:15][C:16]=1[NH:17][CH2:18][CH:19]1[CH2:24][CH2:23][O:22][CH2:21][CH2:20]1.[F:36][C:37]([F:42])([CH3:41])[C:38](O)=O.CN(C(ON1N=NC2C=CC=NC1=2)=[N+](C)C)C.F[P-](F)(F)(F)(F)F, predict the reaction product. The product is: [F:36][C:37]([C:41]1[N:17]([CH2:18][CH:19]2[CH2:24][CH2:23][O:22][CH2:21][CH2:20]2)[C:16]2[CH:15]=[CH:14][C:13]([N:25]([CH3:35])[S:26]([C:29]3[CH:34]=[CH:33][CH:32]=[CH:31][CH:30]=3)(=[O:28])=[O:27])=[CH:12][C:11]=2[N:10]=1)([F:42])[CH3:38]. (7) Given the reactants [CH3:1][C:2]1[CH:3]=[CH:4][C:5]([N:11]2[N:15]=[CH:14][CH:13]=[N:12]2)=[C:6]([CH:10]=1)[C:7]([OH:9])=O.C(Cl)(=O)C(Cl)=O.CN(C=O)C.[CH2:27]([N:34]1[CH2:40][CH2:39][C@@H:38]([CH3:41])[NH:37][CH2:36][CH2:35]1)[C:28]1[CH:33]=[CH:32][CH:31]=[CH:30][CH:29]=1.C(N(CC)CC)C.N1C=CN=N1, predict the reaction product. The product is: [CH2:27]([N:34]1[CH2:40][CH2:39][C@@H:38]([CH3:41])[N:37]([C:7]([C:6]2[CH:10]=[C:2]([CH3:1])[CH:3]=[CH:4][C:5]=2[N:11]2[N:15]=[CH:14][CH:13]=[N:12]2)=[O:9])[CH2:36][CH2:35]1)[C:28]1[CH:33]=[CH:32][CH:31]=[CH:30][CH:29]=1. (8) Given the reactants [CH2:1]([N:5]1[C:13](=[O:14])[C:12]2[C:7](=[CH:8][CH:9]=[CH:10][CH:11]=2)[C:6]1=[O:15])[CH2:2][CH:3]=[CH2:4].B1C2CCCC1CCC2.C([O-])([O-])=O.[K+].[K+].[CH2:31]([O:33][C:34](=[O:46])[CH2:35][CH2:36][CH2:37][CH2:38][C:39]1[CH:44]=[CH:43][C:42](Br)=[CH:41][N:40]=1)[CH3:32], predict the reaction product. The product is: [CH2:31]([O:33][C:34](=[O:46])[CH2:35][CH2:36][CH2:37][CH2:38][C:39]1[CH:44]=[CH:43][C:42]([CH2:4][CH2:3][CH2:2][CH2:1][N:5]2[C:13](=[O:14])[C:12]3[C:7](=[CH:8][CH:9]=[CH:10][CH:11]=3)[C:6]2=[O:15])=[CH:41][N:40]=1)[CH3:32]. (9) Given the reactants C[Si]([N-][Si](C)(C)C)(C)C.[Na+].[CH2:11]([OH:14])[CH2:12][CH3:13].[Cl:15][C:16]1[N:21]=[C:20](Cl)[C:19]([C:23]([NH:25][CH:26]2[CH:33]3[CH2:34][CH:29]4[CH2:30][C:31]([OH:36])([CH2:35][CH:27]2[CH2:28]4)[CH2:32]3)=[O:24])=[CH:18][N:17]=1, predict the reaction product. The product is: [Cl:15][C:16]1[N:21]=[C:20]([O:14][CH2:11][CH2:12][CH3:13])[C:19]([C:23]([NH:25][CH:26]2[CH:33]3[CH2:34][CH:29]4[CH2:30][C:31]([OH:36])([CH2:35][CH:27]2[CH2:28]4)[CH2:32]3)=[O:24])=[CH:18][N:17]=1.